This data is from Peptide-MHC class II binding affinity with 134,281 pairs from IEDB. The task is: Regression. Given a peptide amino acid sequence and an MHC pseudo amino acid sequence, predict their binding affinity value. This is MHC class II binding data. (1) The peptide sequence is VKLYRKLKREITFHGAKEIA. The MHC is DRB1_0403 with pseudo-sequence DRB1_0403. The binding affinity (normalized) is 0.427. (2) The peptide sequence is RILDGIRSIDFERVG. The MHC is DRB1_0101 with pseudo-sequence DRB1_0101. The binding affinity (normalized) is 0.389. (3) The peptide sequence is ALFNRLLDDLGF. The MHC is DRB1_0401 with pseudo-sequence DRB1_0401. The binding affinity (normalized) is 0.297. (4) The peptide sequence is FNILTGKKITAHLKRHHHHHH. The MHC is DRB3_0301 with pseudo-sequence DRB3_0301. The binding affinity (normalized) is 0.320. (5) The peptide sequence is SCLDGKLCLMKAQPT. The MHC is DRB1_0301 with pseudo-sequence DRB1_0301. The binding affinity (normalized) is 0.590. (6) The peptide sequence is PNRDGDSYYYSEPTS. The MHC is DRB5_0101 with pseudo-sequence DRB5_0101. The binding affinity (normalized) is 0.